This data is from Peptide-MHC class I binding affinity with 185,985 pairs from IEDB/IMGT. The task is: Regression. Given a peptide amino acid sequence and an MHC pseudo amino acid sequence, predict their binding affinity value. This is MHC class I binding data. (1) The peptide sequence is IVKQGRDAL. The MHC is HLA-A01:01 with pseudo-sequence HLA-A01:01. The binding affinity (normalized) is 0.0847. (2) The binding affinity (normalized) is 0.0847. The MHC is HLA-A02:12 with pseudo-sequence HLA-A02:12. The peptide sequence is WSTIWRQLY. (3) The peptide sequence is KVTKYLPLDK. The MHC is Patr-A0301 with pseudo-sequence Patr-A0301. The binding affinity (normalized) is 0.208. (4) The MHC is HLA-B35:01 with pseudo-sequence HLA-B35:01. The peptide sequence is FHGVAKNPV. The binding affinity (normalized) is 0.0847. (5) The MHC is HLA-A31:01 with pseudo-sequence HLA-A31:01. The binding affinity (normalized) is 0.450. The peptide sequence is RQLFKPLTKK. (6) The peptide sequence is LYGPDTPII. The MHC is HLA-A24:02 with pseudo-sequence HLA-A24:02. The binding affinity (normalized) is 0.648. (7) The peptide sequence is IPAHPLRML. The MHC is HLA-A26:01 with pseudo-sequence HLA-A26:01. The binding affinity (normalized) is 0.0847. (8) The peptide sequence is MRHNSREPY. The binding affinity (normalized) is 0.0847. The MHC is HLA-B39:01 with pseudo-sequence HLA-B39:01.